This data is from Reaction yield outcomes from USPTO patents with 853,638 reactions. The task is: Predict the reaction yield, written as a fraction of the theoretical maximum amount of product (1.0 means a 100% yield; for example, 0.34 means a 34% yield). (1) The reactants are O1CCCC1.[F:6][C:7]1[N:12]=[C:11]([O:13][CH2:14][C:15]2[CH:20]=[CH:19][C:18]([CH2:21][C:22](Cl)=[N:23][OH:24])=[CH:17][CH:16]=2)[CH:10]=[CH:9][CH:8]=1.[C:26]([C:28]1[C:29]([NH2:34])=[N:30][CH:31]=[CH:32][CH:33]=1)#[CH:27].C(N(CC)CC)C. The catalyst is O. The product is [F:6][C:7]1[N:12]=[C:11]([O:13][CH2:14][C:15]2[CH:20]=[CH:19][C:18]([CH2:21][C:22]3[CH:27]=[C:26]([C:28]4[C:29]([NH2:34])=[N:30][CH:31]=[CH:32][CH:33]=4)[O:24][N:23]=3)=[CH:17][CH:16]=2)[CH:10]=[CH:9][CH:8]=1. The yield is 0.230. (2) The reactants are [C:1]12[CH:24]=[C:22]3[N:23]=[C:19]([CH:20]=[CH:21]3)[CH:18]=[C:16]3[NH:17][C:13]([CH:14]=[CH:15]3)=[CH:12][C:10]3=[N:11][C:7]([CH:8]=[CH:9]3)=[CH:6][C:4]([NH:5]1)=[CH:3][CH:2]=2.[CH:25]([Sn](CCCC)(CCCC)CCCC)=[CH2:26]. The catalyst is C1C=CC([P]([Pd]([P](C2C=CC=CC=2)(C2C=CC=CC=2)C2C=CC=CC=2)([P](C2C=CC=CC=2)(C2C=CC=CC=2)C2C=CC=CC=2)[P](C2C=CC=CC=2)(C2C=CC=CC=2)C2C=CC=CC=2)(C2C=CC=CC=2)C2C=CC=CC=2)=CC=1. The product is [CH:25]([C:3]1[CH:2]=[C:1]2[CH:24]=[C:22]3[N:23]=[C:19]([CH:18]=[C:16]4[NH:17][C:13](=[CH:12][C:10]5[CH:9]=[CH:8][C:7](=[CH:6][C:4]=1[NH:5]2)[N:11]=5)[CH:14]=[CH:15]4)[CH:20]=[CH:21]3)=[CH2:26]. The yield is 0.770. (3) The reactants are OC1C2N=NNC=2C=CC=1.Cl.CN(C)CCCN=C=NCC.[CH2:23]([NH2:30])[C:24]1[CH:29]=[CH:28][CH:27]=[CH:26][CH:25]=1.[CH:31]([C:33]1[NH:37][C:36]([CH3:38])=[C:35]([C:39](O)=[O:40])[C:34]=1[CH3:42])=[O:32].[OH-].[Na+]. The catalyst is C(#N)C.O.[Cl-].[Na+].O.C([O-])(O)=O.[Na+].C(N(CC)CC)C. The product is [CH2:23]([NH:30][C:39]([C:35]1[C:34]([CH3:42])=[C:33]([CH:31]=[O:32])[NH:37][C:36]=1[CH3:38])=[O:40])[C:24]1[CH:29]=[CH:28][CH:27]=[CH:26][CH:25]=1. The yield is 0.210. (4) The reactants are Cl[C:2]1[CH:7]=[CH:6][C:5]([Cl:8])=[CH:4][C:3]=1[N+:9]([O-:11])=[O:10].[NH2:12][CH2:13][CH2:14][OH:15]. The catalyst is C(O)CCC. The product is [Cl:8][C:5]1[CH:6]=[CH:7][C:2]([NH:12][CH2:13][CH2:14][OH:15])=[C:3]([N+:9]([O-:11])=[O:10])[CH:4]=1. The yield is 0.860. (5) The product is [C:3]([O:7][C:8]([N:10]1[CH2:15][CH2:14][CH:13]([O:16][C:17]2[CH:26]=[C:25]([N:27]([CH3:29])[CH3:28])[CH:24]=[CH:23][C:18]=2[C:19]([OH:21])=[O:20])[CH2:12][CH2:11]1)=[O:9])([CH3:6])([CH3:5])[CH3:4]. The reactants are [OH-].[K+].[C:3]([O:7][C:8]([N:10]1[CH2:15][CH2:14][CH:13]([O:16][C:17]2[CH:26]=[C:25]([N:27]([CH3:29])[CH3:28])[CH:24]=[CH:23][C:18]=2[C:19]([O:21]C)=[O:20])[CH2:12][CH2:11]1)=[O:9])([CH3:6])([CH3:5])[CH3:4].C(O)C. The catalyst is O. The yield is 0.950. (6) The reactants are [C:1]1([S:7]([N:10]2[C:14]3=[N:15][CH:16]=[C:17]([C:19]4[CH:24]=[CH:23][C:22]([N:25]([CH3:27])[CH3:26])=[CH:21][CH:20]=4)[CH:18]=[C:13]3[C:12](I)=[CH:11]2)(=[O:9])=[O:8])[CH:6]=[CH:5][CH:4]=[CH:3][CH:2]=1.[O:29]1[CH:33]=[CH:32][C:31](B(O)O)=[CH:30]1.C([O-])([O-])=O.[Na+].[Na+].[Li+].[Cl-]. The catalyst is Cl[Pd](Cl)([P](C1C=CC=CC=1)(C1C=CC=CC=1)C1C=CC=CC=1)[P](C1C=CC=CC=1)(C1C=CC=CC=1)C1C=CC=CC=1.C1(C)C=CC=CC=1.CCO. The product is [C:1]1([S:7]([N:10]2[C:14]3=[N:15][CH:16]=[C:17]([C:19]4[CH:24]=[CH:23][C:22]([N:25]([CH3:27])[CH3:26])=[CH:21][CH:20]=4)[CH:18]=[C:13]3[C:12]([C:31]3[CH:32]=[CH:33][O:29][CH:30]=3)=[CH:11]2)(=[O:9])=[O:8])[CH:6]=[CH:5][CH:4]=[CH:3][CH:2]=1. The yield is 0.780. (7) The reactants are [NH:1]1[C:9]2[C:4](=[CH:5][CH:6]=[CH:7][CH:8]=2)[C:3]2([C:21]3[C:12](=[CH:13][C:14]4[O:19][CH2:18][CH2:17][O:16][C:15]=4[CH:20]=3)[O:11][CH2:10]2)[C:2]1=[O:22].[H-].[Na+].[CH2:25]([O:32][C:33]1[CH:40]=[CH:39][C:36]([CH2:37]Cl)=[CH:35][CH:34]=1)[C:26]1[CH:31]=[CH:30][CH:29]=[CH:28][CH:27]=1. The catalyst is CN(C)C=O.O.C(OCC)(=O)C.[I-].[K+]. The product is [CH2:25]([O:32][C:33]1[CH:34]=[CH:35][C:36]([CH2:37][N:1]2[C:9]3[C:4](=[CH:5][CH:6]=[CH:7][CH:8]=3)[C:3]3([C:21]4[C:12](=[CH:13][C:14]5[O:19][CH2:18][CH2:17][O:16][C:15]=5[CH:20]=4)[O:11][CH2:10]3)[C:2]2=[O:22])=[CH:39][CH:40]=1)[C:26]1[CH:27]=[CH:28][CH:29]=[CH:30][CH:31]=1. The yield is 0.750. (8) The reactants are Cl[C:2]1[C:3](=[O:18])[N:4]([CH:15]([CH3:17])[CH3:16])[S:5](=[O:14])(=[O:13])[C:6]=1[C:7]1[CH:12]=[CH:11][CH:10]=[CH:9][CH:8]=1.[N:19]1([C:25]2[CH:30]=[CH:29][C:28]([NH2:31])=[CH:27][CH:26]=2)[CH2:24][CH2:23][O:22][CH2:21][CH2:20]1. The catalyst is CC#N. The product is [CH:15]([N:4]1[C:3](=[O:18])[C:2]([NH:31][C:28]2[CH:27]=[CH:26][C:25]([N:19]3[CH2:24][CH2:23][O:22][CH2:21][CH2:20]3)=[CH:30][CH:29]=2)=[C:6]([C:7]2[CH:12]=[CH:11][CH:10]=[CH:9][CH:8]=2)[S:5]1(=[O:14])=[O:13])([CH3:17])[CH3:16]. The yield is 0.700. (9) The reactants are [CH3:1][C:2]1([CH3:12])[O:6][C:5](=[CH:7][C:8](Cl)=[O:9])[C:4](=[O:11])[O:3]1.[F:13][C:14]1[CH:19]=[CH:18][C:17]([CH:20]([C:24]2[CH:29]=[CH:28][C:27]([F:30])=[CH:26][CH:25]=2)[NH:21][O:22][CH3:23])=[CH:16][CH:15]=1. No catalyst specified. The product is [F:13][C:14]1[CH:19]=[CH:18][C:17]([CH:20]([C:24]2[CH:25]=[CH:26][C:27]([F:30])=[CH:28][CH:29]=2)[N:21]([O:22][CH3:23])[C:8](=[O:9])[CH:7]=[C:5]2[C:4](=[O:11])[O:3][C:2]([CH3:12])([CH3:1])[O:6]2)=[CH:16][CH:15]=1. The yield is 0.880.